This data is from Catalyst prediction with 721,799 reactions and 888 catalyst types from USPTO. The task is: Predict which catalyst facilitates the given reaction. (1) Reactant: [Cl:1][C:2]1[CH:7]=[CH:6][C:5]([CH:8]([C:13]2[C:21]3[C:16](=[C:17]([CH2:23][S:24][CH3:25])[CH:18]=[C:19]([F:22])[CH:20]=3)[NH:15][CH:14]=2)[CH2:9][CH2:10][C:11]#[N:12])=[CH:4][CH:3]=1.ClC1C=CC=C(C(OO)=[O:34])C=1. Product: [Cl:1][C:2]1[CH:3]=[CH:4][C:5]([CH:8]([C:13]2[C:21]3[C:16](=[C:17]([CH2:23][S:24]([CH3:25])=[O:34])[CH:18]=[C:19]([F:22])[CH:20]=3)[NH:15][CH:14]=2)[CH2:9][CH2:10][C:11]#[N:12])=[CH:6][CH:7]=1. The catalyst class is: 4. (2) Reactant: C1([CH2:7][CH2:8][S:9]([N:12]2[CH2:34][CH2:33][CH2:32][C@H:13]2[C:14]([NH:16][C@H:17]([C:25]([O:27]C(C)(C)C)=[O:26])[CH2:18][C:19]2[CH:24]=[CH:23][CH:22]=[CH:21][CH:20]=2)=[O:15])(=[O:11])=[O:10])C=CC=CC=1. Product: [C:19]1([CH:8]([S:9]([N:12]2[CH2:34][CH2:33][CH2:32][C@H:13]2[C:14]([NH:16][C@H:17]([C:25]([OH:27])=[O:26])[CH2:18][C:19]2[CH:24]=[CH:23][CH:22]=[CH:21][CH:20]=2)=[O:15])(=[O:10])=[O:11])[CH3:7])[CH:24]=[CH:23][CH:22]=[CH:21][CH:20]=1. The catalyst class is: 106. (3) Reactant: [Cl:1][C:2]1[CH:8]=[CH:7][C:5]([NH2:6])=[CH:4][C:3]=1[F:9].C([O-])([O-])=O.[Na+].[Na+].[C:16](O[C:16]([C:18]([F:21])([F:20])[F:19])=[O:17])([C:18]([F:21])([F:20])[F:19])=[O:17]. Product: [Cl:1][C:2]1[CH:8]=[CH:7][C:5]([NH:6][C:16](=[O:17])[C:18]([F:21])([F:20])[F:19])=[CH:4][C:3]=1[F:9]. The catalyst class is: 788. (4) Reactant: [OH:1][CH2:2][C:3]#[C:4][CH2:5][NH:6][C:7](=[O:19])[C:8]1[CH:13]=[CH:12][C:11]([S:14][C:15]([F:18])([F:17])[F:16])=[CH:10][CH:9]=1.F[C:21]1[CH:22]=[C:23]([CH:26]=[CH:27][C:28]=1[C:29]([F:32])([F:31])[F:30])[C:24]#[N:25].[Na+].[I-]. Product: [C:24]([C:23]1[CH:26]=[CH:27][C:28]([C:29]([F:30])([F:31])[F:32])=[C:21]([CH:22]=1)[O:1][CH2:2][C:3]#[C:4][CH2:5][NH:6][C:7](=[O:19])[C:8]1[CH:13]=[CH:12][C:11]([S:14][C:15]([F:16])([F:17])[F:18])=[CH:10][CH:9]=1)#[N:25]. The catalyst class is: 1. (5) Reactant: [F:1][C:2]([F:20])([F:19])[O:3][C:4]1[CH:9]=[CH:8][CH:7]=[CH:6][C:5]=1[C:10]1[CH:15]=[CH:14][CH:13]=[C:12]([C:16](=[O:18])[CH3:17])[CH:11]=1.[H-].[Na+].[CH2:23]([O:25][C:26](=[O:32])[C:26]([O:25][CH2:23][CH3:24])=[O:32])[CH3:24].Cl. Product: [O:18]=[C:16]([C:12]1[CH:11]=[C:10]([C:5]2[CH:6]=[CH:7][CH:8]=[CH:9][C:4]=2[O:3][C:2]([F:19])([F:20])[F:1])[CH:15]=[CH:14][CH:13]=1)[CH2:17][C:26]([O:25][CH2:23][CH3:24])=[O:32]. The catalyst class is: 3. (6) Reactant: B(Cl)([C@H]1[C@H](C)[C@H]2C(C)(C)[C@@H](C2)C1)[C@H:2]1[C@H](C)[C@@H]2C(C)(C)[C@@H](C2)C1.[OH:23][C:24]([C:55]1[CH:60]=[CH:59][CH:58]=[CH:57][CH:56]=1)([C:49]1[CH:54]=[CH:53][CH:52]=[CH:51][CH:50]=1)[CH:25]1[CH2:30][CH2:29][N:28]([CH2:31][CH2:32][CH2:33][C:34]([C:36]2[CH:41]=[CH:40][C:39]([C:42]([CH3:48])([CH3:47])[C:43]([O:45][CH3:46])=[O:44])=[CH:38][CH:37]=2)=[O:35])[CH2:27][CH2:26]1.O.OO. Product: [OH:23][C:24]([C:55]1[CH:60]=[CH:59][CH:58]=[CH:57][CH:56]=1)([C:49]1[CH:54]=[CH:53][CH:52]=[CH:51][CH:50]=1)[CH:25]1[CH2:30][CH2:29][N:28]([CH2:31][CH2:32][CH2:33][C@@H:34]([C:36]2[CH:41]=[CH:40][C:39]([C:42]([CH3:48])([CH3:47])[C:43]([O:45][CH2:46][CH3:2])=[O:44])=[CH:38][CH:37]=2)[OH:35])[CH2:27][CH2:26]1. The catalyst class is: 7. (7) Reactant: [Br:1][C:2]1[CH:7]=[CH:6][C:5]([C:8]2[O:12][N:11]=[C:10]([CH3:13])[C:9]=2[CH:14]=[O:15])=[CH:4][CH:3]=1.[CH2:16]([Mg]Br)[CH:17]=[CH2:18]. Product: [Br:1][C:2]1[CH:3]=[CH:4][C:5]([C:8]2[O:12][N:11]=[C:10]([CH3:13])[C:9]=2[CH:14]([OH:15])[CH2:18][CH:17]=[CH2:16])=[CH:6][CH:7]=1. The catalyst class is: 1. (8) Reactant: [OH-:1].[Li+].[CH:3]([O:6][C:7]1[CH:8]=[CH:9][C:10](C(OC)=O)=[N:11][CH:12]=1)([CH3:5])[CH3:4].[O:17]1[CH2:22]COCC1. Product: [CH:3]([O:6][C:7]1[C:12]([C:22]([OH:17])=[O:1])=[N:11][CH:10]=[CH:9][CH:8]=1)([CH3:4])[CH3:5]. The catalyst class is: 13. (9) Reactant: Br.[C:2]([O:5][C@H:6]1[O:27][C@H:26]([CH2:28][O:29][C:30](=[O:32])[CH3:31])[C@@H:21]([O:22][C:23](=[O:25])[CH3:24])[C@H:12]([O:13][CH2:14][C:15]2[CH:20]=[CH:19][CH:18]=[CH:17][CH:16]=2)[C@H:7]1[O:8][C:9](=[O:11])[CH3:10])(=[O:4])[CH3:3]. Product: [C:2]([O:5][C@@H:6]1[O:27][C@H:26]([CH2:28][O:29][C:30](=[O:32])[CH3:31])[C@@H:21]([O:22][C:23](=[O:25])[CH3:24])[C@H:12]([O:13][CH2:14][C:15]2[CH:20]=[CH:19][CH:18]=[CH:17][CH:16]=2)[C@H:7]1[O:8][C:9](=[O:11])[CH3:10])(=[O:4])[CH3:3]. The catalyst class is: 15. (10) The catalyst class is: 71. Product: [S:9]1[CH:10]=[CH:11][N:12]=[C:8]1[C:6]1[N:7]=[C:2]([NH:25][C:26]2[CH:27]=[CH:28][C:29]([N:32]3[CH2:33][CH2:34][N:35]([C:38](=[O:40])[CH3:39])[CH2:36][CH2:37]3)=[CH:30][CH:31]=2)[C:3]2[NH:15][N:14]=[CH:13][C:4]=2[N:5]=1. Reactant: Cl[C:2]1[C:3]2[C:4](=[CH:13][N:14](CC3C=CC(OC)=CC=3)[N:15]=2)[N:5]=[C:6]([C:8]2[S:9][CH:10]=[CH:11][N:12]=2)[N:7]=1.[NH2:25][C:26]1[CH:31]=[CH:30][C:29]([N:32]2[CH2:37][CH2:36][N:35]([C:38](=[O:40])[CH3:39])[CH2:34][CH2:33]2)=[CH:28][CH:27]=1.Cl.